Dataset: NCI-60 drug combinations with 297,098 pairs across 59 cell lines. Task: Regression. Given two drug SMILES strings and cell line genomic features, predict the synergy score measuring deviation from expected non-interaction effect. (1) Drug 1: CC(C)(C#N)C1=CC(=CC(=C1)CN2C=NC=N2)C(C)(C)C#N. Drug 2: CN(CCCl)CCCl.Cl. Cell line: CCRF-CEM. Synergy scores: CSS=37.2, Synergy_ZIP=2.41, Synergy_Bliss=-2.82, Synergy_Loewe=-3.30, Synergy_HSA=-1.22. (2) Drug 1: C1=C(C(=O)NC(=O)N1)F. Drug 2: C1=CC(=CC=C1C#N)C(C2=CC=C(C=C2)C#N)N3C=NC=N3. Cell line: SK-MEL-2. Synergy scores: CSS=28.9, Synergy_ZIP=-2.83, Synergy_Bliss=-5.51, Synergy_Loewe=-5.80, Synergy_HSA=-4.44. (3) Drug 1: CC1=C2C(C(=O)C3(C(CC4C(C3C(C(C2(C)C)(CC1OC(=O)C(C(C5=CC=CC=C5)NC(=O)OC(C)(C)C)O)O)OC(=O)C6=CC=CC=C6)(CO4)OC(=O)C)O)C)O. Drug 2: C1CN1C2=NC(=NC(=N2)N3CC3)N4CC4. Cell line: CAKI-1. Synergy scores: CSS=50.0, Synergy_ZIP=-7.79, Synergy_Bliss=-8.98, Synergy_Loewe=-5.87, Synergy_HSA=-4.06. (4) Drug 1: C#CCC(CC1=CN=C2C(=N1)C(=NC(=N2)N)N)C3=CC=C(C=C3)C(=O)NC(CCC(=O)O)C(=O)O. Drug 2: CS(=O)(=O)OCCCCOS(=O)(=O)C. Cell line: T-47D. Synergy scores: CSS=9.80, Synergy_ZIP=-1.49, Synergy_Bliss=-0.686, Synergy_Loewe=1.41, Synergy_HSA=-1.48. (5) Drug 1: C1CN(CCN1C(=O)CCBr)C(=O)CCBr. Drug 2: CC1C(C(CC(O1)OC2CC(CC3=C2C(=C4C(=C3O)C(=O)C5=CC=CC=C5C4=O)O)(C(=O)C)O)N)O. Cell line: SNB-19. Synergy scores: CSS=28.5, Synergy_ZIP=-11.4, Synergy_Bliss=-15.4, Synergy_Loewe=-10.8, Synergy_HSA=-9.62.